This data is from Catalyst prediction with 721,799 reactions and 888 catalyst types from USPTO. The task is: Predict which catalyst facilitates the given reaction. (1) Reactant: Br[C:2]1[C:3]([O:12][CH3:13])=[C:4]2[C:9](=[CH:10][CH:11]=1)[CH2:8][CH2:7][CH2:6][CH2:5]2.C([Li])CCC.[B:19](OC(C)C)([O:24]C(C)C)[O:20]C(C)C.Cl. Product: [CH3:13][O:12][C:3]1[C:4]2[CH2:5][CH2:6][CH2:7][CH2:8][C:9]=2[CH:10]=[CH:11][C:2]=1[B:19]([OH:24])[OH:20]. The catalyst class is: 1. (2) Product: [CH3:8][C:6]1[CH:7]=[C:2]([CH3:1])[N:3]=[C:4]([O:9][C@H:10]2[C@:13]3([C:27]4[CH:32]=[CH:31][CH:30]=[CH:29][CH:28]=4)[C:14]4[CH:26]=[CH:25][CH:24]=[CH:23][C:15]=4[N:16]([CH2:20][C:21]4[NH:36][N:35]=[N:34][N:22]=4)[C:17](=[O:19])[CH2:18][N:12]3[C:11]2=[O:33])[N:5]=1. Reactant: [CH3:1][C:2]1[CH:7]=[C:6]([CH3:8])[N:5]=[C:4]([O:9][C@H:10]2[C@:13]3([C:27]4[CH:32]=[CH:31][CH:30]=[CH:29][CH:28]=4)[C:14]4[CH:26]=[CH:25][CH:24]=[CH:23][C:15]=4[N:16]([CH2:20][C:21]#[N:22])[C:17](=[O:19])[CH2:18][N:12]3[C:11]2=[O:33])[N:3]=1.[N-:34]=[N+:35]=[N-:36].[Na+].[NH4+].[Cl-]. The catalyst class is: 517.